This data is from Peptide-MHC class I binding affinity with 185,985 pairs from IEDB/IMGT. The task is: Regression. Given a peptide amino acid sequence and an MHC pseudo amino acid sequence, predict their binding affinity value. This is MHC class I binding data. (1) The peptide sequence is KQIEGALNLL. The MHC is HLA-A02:01 with pseudo-sequence HLA-A02:01. The binding affinity (normalized) is 0.414. (2) The peptide sequence is KYINFINFI. The MHC is HLA-A23:01 with pseudo-sequence HLA-A23:01. The binding affinity (normalized) is 1.00. (3) The peptide sequence is TLVQYMDDI. The MHC is Mamu-A2201 with pseudo-sequence Mamu-A2201. The binding affinity (normalized) is 0.193. (4) The peptide sequence is VRLLAHVIQK. The MHC is Mamu-B08 with pseudo-sequence Mamu-B08. The binding affinity (normalized) is 0.384. (5) The peptide sequence is RCWLVSNGSY. The MHC is HLA-A30:01 with pseudo-sequence HLA-A30:01. The binding affinity (normalized) is 0.100. (6) The MHC is HLA-B44:02 with pseudo-sequence HLA-B44:02. The binding affinity (normalized) is 0.0847. The peptide sequence is YLDMVLAFL. (7) The MHC is HLA-A02:01 with pseudo-sequence HLA-A02:01. The binding affinity (normalized) is 0.619. The peptide sequence is FIMLEGETKL. (8) The peptide sequence is RLTARGLIKM. The MHC is Mamu-A02 with pseudo-sequence Mamu-A02. The binding affinity (normalized) is 0.452. (9) The peptide sequence is LLSCIRNASK. The MHC is HLA-A68:01 with pseudo-sequence HLA-A68:01. The binding affinity (normalized) is 0.513.